This data is from NCI-60 drug combinations with 297,098 pairs across 59 cell lines. The task is: Regression. Given two drug SMILES strings and cell line genomic features, predict the synergy score measuring deviation from expected non-interaction effect. (1) Drug 2: N.N.Cl[Pt+2]Cl. Synergy scores: CSS=62.7, Synergy_ZIP=-3.14, Synergy_Bliss=-2.03, Synergy_Loewe=0.339, Synergy_HSA=0.934. Cell line: OVCAR-4. Drug 1: CS(=O)(=O)CCNCC1=CC=C(O1)C2=CC3=C(C=C2)N=CN=C3NC4=CC(=C(C=C4)OCC5=CC(=CC=C5)F)Cl. (2) Drug 2: CS(=O)(=O)C1=CC(=C(C=C1)C(=O)NC2=CC(=C(C=C2)Cl)C3=CC=CC=N3)Cl. Cell line: A498. Synergy scores: CSS=1.91, Synergy_ZIP=-3.51, Synergy_Bliss=-4.59, Synergy_Loewe=-7.90, Synergy_HSA=-4.28. Drug 1: CNC(=O)C1=CC=CC=C1SC2=CC3=C(C=C2)C(=NN3)C=CC4=CC=CC=N4.